From a dataset of Full USPTO retrosynthesis dataset with 1.9M reactions from patents (1976-2016). Predict the reactants needed to synthesize the given product. Given the product [C:33]([C:8]1[CH:7]=[CH:6][C:5]([CH:9]2[C:13]3[C:14]([CH3:28])=[C:15]([NH:20][C:21](=[O:27])[CH2:22][C:23]([CH3:24])([CH3:25])[CH3:26])[C:16]([CH3:19])=[C:17]([CH3:18])[C:12]=3[O:11][CH2:10]2)=[CH:4][C:3]=1[O:2][CH3:1])(=[O:35])[CH3:34], predict the reactants needed to synthesize it. The reactants are: [CH3:1][O:2][C:3]1[CH:4]=[C:5]([CH:9]2[C:13]3[C:14]([CH3:28])=[C:15]([NH:20][C:21](=[O:27])[CH2:22][C:23]([CH3:26])([CH3:25])[CH3:24])[C:16]([CH3:19])=[C:17]([CH3:18])[C:12]=3[O:11][CH2:10]2)[CH:6]=[CH:7][CH:8]=1.[Cl-].[Al+3].[Cl-].[Cl-].[C:33](Cl)(=[O:35])[CH3:34].O.